This data is from Catalyst prediction with 721,799 reactions and 888 catalyst types from USPTO. The task is: Predict which catalyst facilitates the given reaction. Reactant: [CH3:1][O:2][C:3]1[CH:8]=[CH:7][C:6]([C@@H:9]2[C@@H:14]([O:15][CH2:16][C:17]3[CH:18]=[CH:19][C:20]4[O:25][CH2:24][CH2:23][N:22]([CH2:26][CH2:27][CH2:28][O:29][CH3:30])[C:21]=4[CH:31]=3)[CH2:13][N:12]([S:32]([C:35]3[CH:40]=[CH:39][C:38]([CH3:41])=[CH:37][CH:36]=3)(=[O:34])=[O:33])[CH2:11][C@H:10]2[O:42][CH2:43][CH2:44][CH2:45][OH:46])=[CH:5][CH:4]=1.C(N(CC)CC)C.S(=O)(=O)(O)[O-].[K+]. Product: [CH3:1][O:2][C:3]1[CH:8]=[CH:7][C:6]([C@@H:9]2[C@@H:14]([O:15][CH2:16][C:17]3[CH:18]=[CH:19][C:20]4[O:25][CH2:24][CH2:23][N:22]([CH2:26][CH2:27][CH2:28][O:29][CH3:30])[C:21]=4[CH:31]=3)[CH2:13][N:12]([S:32]([C:35]3[CH:36]=[CH:37][C:38]([CH3:41])=[CH:39][CH:40]=3)(=[O:34])=[O:33])[CH2:11][C@H:10]2[O:42][CH2:43][CH2:44][CH:45]=[O:46])=[CH:5][CH:4]=1. The catalyst class is: 764.